From a dataset of Full USPTO retrosynthesis dataset with 1.9M reactions from patents (1976-2016). Predict the reactants needed to synthesize the given product. (1) The reactants are: [ClH:1].[OH:2][CH:3]1[O:11][C@H:10]([CH2:12][OH:13])[C@@H:8]([OH:9])[C@H:6]([OH:7])[C@H:4]1[NH2:5].[OH-].[Na+:15]. Given the product [OH:2][CH:3]1[O:11][C@H:10]([CH2:12][OH:13])[C@@H:8]([OH:9])[C@H:6]([OH:7])[C@H:4]1[NH2:5].[Cl-:1].[Na+:15], predict the reactants needed to synthesize it. (2) Given the product [Cl:1][C:2]1[CH:3]=[CH:4][C:5]([CH:20]([NH:21][C:22]2[CH:27]=[CH:26][C:25]([O:28][CH3:29])=[CH:24][CH:23]=2)[CH:19]([F:30])[F:18])=[C:6]([CH2:7][OH:8])[CH:9]=1, predict the reactants needed to synthesize it. The reactants are: [Cl:1][C:2]1[CH:3]=[CH:4][C:5](I)=[C:6]([CH:9]=1)[CH2:7][OH:8].[H-].[Na+].C([Li])CCC.[F:18][CH:19]([F:30])[CH:20]=[N:21][C:22]1[CH:27]=[CH:26][C:25]([O:28][CH3:29])=[CH:24][CH:23]=1. (3) Given the product [F:27][C:15]1[CH:16]=[C:17]([F:26])[C:18]([C:20]2[CH:25]=[N:24][CH:23]=[N:22][CH:21]=2)=[CH:19][C:14]=1[C@@:2]([NH:1][C:37]([NH:36][C:28](=[O:35])[C:29]1[CH:30]=[CH:31][CH:32]=[CH:33][CH:34]=1)=[S:38])([CH2:3][C@H:4]([C:6]1[N:7]=[C:8]([CH3:12])[O:9][C:10]=1[CH3:11])[OH:5])[CH3:13], predict the reactants needed to synthesize it. The reactants are: [NH2:1][C@@:2]([C:14]1[CH:19]=[C:18]([C:20]2[CH:21]=[N:22][CH:23]=[N:24][CH:25]=2)[C:17]([F:26])=[CH:16][C:15]=1[F:27])([CH3:13])[CH2:3][C@H:4]([C:6]1[N:7]=[C:8]([CH3:12])[O:9][C:10]=1[CH3:11])[OH:5].[C:28]([N:36]=[C:37]=[S:38])(=[O:35])[C:29]1[CH:34]=[CH:33][CH:32]=[CH:31][CH:30]=1.